Dataset: Reaction yield outcomes from USPTO patents with 853,638 reactions. Task: Predict the reaction yield, written as a fraction of the theoretical maximum amount of product (1.0 means a 100% yield; for example, 0.34 means a 34% yield). The reactants are [F:1][C:2]([F:13])([F:12])[C:3]1[CH:8]=[CH:7][C:6](B(O)O)=[CH:5][CH:4]=1.Br[C:15]1[C:20]([CH3:21])=[CH:19][C:18]([N+:22]([O-:24])=[O:23])=[CH:17][N:16]=1.C(=O)([O-])[O-].[K+].[K+].C(OCC)(=O)C. The catalyst is O.O1CCOCC1.C1C=CC([P]([Pd]([P](C2C=CC=CC=2)(C2C=CC=CC=2)C2C=CC=CC=2)([P](C2C=CC=CC=2)(C2C=CC=CC=2)C2C=CC=CC=2)[P](C2C=CC=CC=2)(C2C=CC=CC=2)C2C=CC=CC=2)(C2C=CC=CC=2)C2C=CC=CC=2)=CC=1. The product is [CH3:21][C:20]1[C:15]([C:6]2[CH:7]=[CH:8][C:3]([C:2]([F:13])([F:12])[F:1])=[CH:4][CH:5]=2)=[N:16][CH:17]=[C:18]([N+:22]([O-:24])=[O:23])[CH:19]=1. The yield is 0.790.